This data is from Catalyst prediction with 721,799 reactions and 888 catalyst types from USPTO. The task is: Predict which catalyst facilitates the given reaction. (1) Reactant: C(O[BH-](OC(=O)C)OC(=O)C)(=O)C.[Na+].[Cl:15][C:16]1[C:21]([CH:22]=O)=[CH:20][N:19]=[C:18]2[N:24]([CH2:27][O:28][CH2:29][CH2:30][Si:31]([CH3:34])([CH3:33])[CH3:32])[CH:25]=[CH:26][C:17]=12.[Cl:35][C:36]1[C:42]([O:43][CH3:44])=[CH:41][C:40]([O:45][CH3:46])=[C:39]([F:47])[C:37]=1[NH2:38].C([O-])(O)=O.[Na+]. Product: [Cl:35][C:36]1[C:42]([O:43][CH3:44])=[CH:41][C:40]([O:45][CH3:46])=[C:39]([F:47])[C:37]=1[NH:38][CH2:22][C:21]1[C:16]([Cl:15])=[C:17]2[CH:26]=[CH:25][N:24]([CH2:27][O:28][CH2:29][CH2:30][Si:31]([CH3:34])([CH3:33])[CH3:32])[C:18]2=[N:19][CH:20]=1. The catalyst class is: 617. (2) Reactant: [NH2:1][C:2]1[N:7]=[C:6](S(C)=O)[C:5]([C:11]#[N:12])=[C:4]([C:13]2[S:14][CH:15]=[CH:16][CH:17]=2)[N:3]=1.[CH3:18][O:19][C:20]1[CH:25]=[CH:24][C:23]([CH2:26][CH2:27][NH2:28])=[CH:22][CH:21]=1. Product: [NH2:1][C:2]1[N:7]=[C:6]([NH:28][CH2:27][CH2:26][C:23]2[CH:24]=[CH:25][C:20]([O:19][CH3:18])=[CH:21][CH:22]=2)[C:5]([C:11]#[N:12])=[C:4]([C:13]2[S:14][CH:15]=[CH:16][CH:17]=2)[N:3]=1. The catalyst class is: 12. (3) Reactant: [CH3:1][O:2][C:3]1[CH:4]=[C:5]([CH2:9][C:10]#[N:11])[CH:6]=[CH:7][CH:8]=1.Br[CH2:13][CH2:14][CH2:15][C:16]([O:18][CH2:19][CH3:20])=[O:17].[H-].[Na+]. Product: [C:10]([CH:9]([C:5]1[CH:6]=[CH:7][CH:8]=[C:3]([O:2][CH3:1])[CH:4]=1)[CH2:13][CH2:14][CH2:15][C:16]([O:18][CH2:19][CH3:20])=[O:17])#[N:11]. The catalyst class is: 35. (4) The catalyst class is: 4. Product: [Br:1][C:2]1[CH:11]=[CH:10][C:5]([C:6]2[CH:15]=[C:14]([C:13]([CH3:17])([CH3:16])[CH3:12])[O:8][N:7]=2)=[CH:4][CH:3]=1. Reactant: [Br:1][C:2]1[CH:11]=[CH:10][C:5]([C:6](Cl)=[N:7][OH:8])=[CH:4][CH:3]=1.[CH3:12][C:13]([CH3:17])([CH3:16])[C:14]#[CH:15].C(N(CC)CC)C. (5) Reactant: Br[C:2]1[CH:3]=[CH:4][C:5]2[N:6]([C:8]([C:11]3[CH:18]=[CH:17][C:14]([C:15]#[N:16])=[CH:13][CH:12]=3)=[CH:9][N:10]=2)[CH:7]=1.C[C:20]1[CH:25]=[C:24](B2OC(C)(C)C(C)(C)O2)[CH:23]=[CH:22][C:21]=1[C:35]([N:37]1[CH2:42][CH2:41][N:40]([CH3:43])[CH2:39][CH2:38]1)=[O:36].[O-]P([O-])([O-])=O.[K+].[K+].[K+].O1CCOC[CH2:53]1. Product: [CH3:53][C:25]1[CH:20]=[C:21]([C:35]([N:37]2[CH2:38][CH2:39][N:40]([CH3:43])[CH2:41][CH2:42]2)=[O:36])[CH:22]=[CH:23][C:24]=1[C:2]1[CH:3]=[CH:4][C:5]2[N:6]([C:8]([C:11]3[CH:18]=[CH:17][C:14]([C:15]#[N:16])=[CH:13][CH:12]=3)=[CH:9][N:10]=2)[CH:7]=1. The catalyst class is: 257. (6) Reactant: [Cl:1][C:2]1[CH:7]=[CH:6][C:5]([S:8]([C:10]2[CH:15]=[CH:14][C:13]([Cl:16])=[CH:12][CH:11]=2)=O)=[CH:4][CH:3]=1.C[Si](C)(C)Cl.[Br:22][C:23]1[CH:28]=[CH:27][C:26]([Cl:29])=[CH:25][CH:24]=1.Br. Product: [Br-:22].[Cl:1][C:2]1[CH:7]=[CH:6][C:5]([S+:8]([C:23]2[CH:28]=[CH:27][C:26]([Cl:29])=[CH:25][CH:24]=2)[C:10]2[CH:15]=[CH:14][C:13]([Cl:16])=[CH:12][CH:11]=2)=[CH:4][CH:3]=1. The catalyst class is: 489. (7) Reactant: [CH3:1][C:2]([C:5]1[CH:6]=[C:7]([C:16]2[N:17]=[C:18]([CH2:21][NH:22][CH3:23])[S:19][CH:20]=2)[CH:8]=[C:9]([C:12]([CH3:15])([CH3:14])[CH3:13])[C:10]=1[OH:11])([CH3:4])[CH3:3].[ClH:24]. Product: [ClH:24].[CH3:4][C:2]([C:5]1[CH:6]=[C:7]([C:16]2[N:17]=[C:18]([CH2:21][NH:22][CH3:23])[S:19][CH:20]=2)[CH:8]=[C:9]([C:12]([CH3:13])([CH3:14])[CH3:15])[C:10]=1[OH:11])([CH3:1])[CH3:3]. The catalyst class is: 28. (8) Reactant: [F:1][C:2]1[C:10]([OH:11])=[CH:9][CH:8]=[CH:7][C:3]=1[C:4]([OH:6])=[O:5].[C:12](=O)([O-])[O-].[K+].[K+].S(OC)(OC)(=O)=O.O[Li].O. Product: [F:1][C:2]1[C:10]([O:11][CH3:12])=[CH:9][CH:8]=[CH:7][C:3]=1[C:4]([OH:6])=[O:5]. The catalyst class is: 95. (9) Reactant: Br[C:2]1[CH:14]=[C:13]2[C:5]([C:6]3C=CC(N4C5C=CC(NC6C=CC=CC=6)=CC=5C5C4=CC=CC=5)=[CH:10][C:11]=3[C:12]2([CH2:23][CH2:24][CH2:25][CH2:26][CH2:27][CH2:28][CH2:29][CH3:30])[CH2:15][CH2:16][CH2:17][CH2:18][CH2:19][CH2:20][CH2:21][CH3:22])=[CH:4][CH:3]=1.[CH2:51]1[CH2:55][O:54][CH2:53][CH2:52]1.C([Li])CCC.CN(C)C=O. Product: [CH2:23]([C:12]1([CH2:15][CH2:16][CH2:17][CH2:18][CH2:19][CH2:20][CH2:21][CH3:22])[C:53]2[CH:52]=[C:51]([CH:55]=[O:54])[CH:10]=[CH:11][C:6]=2[C:5]2[C:13]1=[CH:14][CH:2]=[CH:3][CH:4]=2)[CH2:24][CH2:25][CH2:26][CH2:27][CH2:28][CH2:29][CH3:30]. The catalyst class is: 93. (10) The catalyst class is: 34. Reactant: [CH2:1]([O:3][CH2:4][C:5]([OH:7])=O)[CH3:2].CN(C=O)C.C(Cl)(=O)C(Cl)=O.Cl.[CH3:20][O:21][NH:22][CH3:23].C([O-])([O-])=O.[K+].[K+]. Product: [CH3:20][O:21][N:22]([CH3:23])[C:5](=[O:7])[CH2:4][O:3][CH2:1][CH3:2].